From a dataset of Catalyst prediction with 721,799 reactions and 888 catalyst types from USPTO. Predict which catalyst facilitates the given reaction. (1) Reactant: [CH:1]1([C:4]([N:6]2[C:15]3[C:10](=[C:11]([O:27][C:28]4[CH:33]=[CH:32][CH:31]=[C:30](F)[N:29]=4)[C:12]([C:16]4[CH:17]=[N:18][N:19]([CH:21]5[CH2:26][CH2:25][NH:24][CH2:23][CH2:22]5)[CH:20]=4)=[CH:13][CH:14]=3)[CH2:9][CH2:8][C@@H:7]2[CH3:35])=[O:5])[CH2:3][CH2:2]1.[CH3:36][O-:37].[Na+]. Product: [CH:1]1([C:4]([N:6]2[C:15]3[C:10](=[C:11]([O:27][C:28]4[CH:33]=[CH:32][CH:31]=[C:30]([O:37][CH3:36])[N:29]=4)[C:12]([C:16]4[CH:17]=[N:18][N:19]([CH:21]5[CH2:26][CH2:25][NH:24][CH2:23][CH2:22]5)[CH:20]=4)=[CH:13][CH:14]=3)[CH2:9][CH2:8][C@@H:7]2[CH3:35])=[O:5])[CH2:3][CH2:2]1. The catalyst class is: 42. (2) Reactant: [Cl:1][C:2]1[C:10]([CH3:11])=[CH:9][CH:8]=[C:7]2[C:3]=1[CH:4]([OH:22])[N:5]([C:13]([CH3:21])([C:15]1[CH:20]=[CH:19][CH:18]=[CH:17][CH:16]=1)[CH3:14])[C:6]2=[O:12].CN(CCN(C)C)C.[I:31]I. Product: [Cl:1][C:2]1[C:10]([CH3:11])=[CH:9][C:8]([I:31])=[C:7]2[C:3]=1[CH:4]([OH:22])[N:5]([C:13]([CH3:14])([C:15]1[CH:16]=[CH:17][CH:18]=[CH:19][CH:20]=1)[CH3:21])[C:6]2=[O:12]. The catalyst class is: 1. (3) Reactant: [C:1]([C:4]1[C:12]2[C:7](=[CH:8][CH:9]=[C:10]([OH:13])[CH:11]=2)[N:6]([CH2:14][C:15]([O:17]C(C)(C)C)=[O:16])[CH:5]=1)(=[O:3])[CH3:2]. Product: [C:1]([C:4]1[C:12]2[C:7](=[CH:8][CH:9]=[C:10]([OH:13])[CH:11]=2)[N:6]([CH2:14][C:15]([OH:17])=[O:16])[CH:5]=1)(=[O:3])[CH3:2]. The catalyst class is: 89. (4) Reactant: I([O-])(=O)(=O)=O.[Na+].[OH2:7].[N:8]1([C:14]([O:16][C:17]([CH3:20])([CH3:19])[CH3:18])=[O:15])[CH2:13][CH2:12][S:11][CH2:10][CH2:9]1. Product: [N:8]1([C:14]([O:16][C:17]([CH3:20])([CH3:19])[CH3:18])=[O:15])[CH2:9][CH2:10][S:11](=[O:7])[CH2:12][CH2:13]1. The catalyst class is: 5. (5) Reactant: [CH3:1][N:2]1[CH:6]=[C:5]([CH:7]=O)[CH:4]=[N:3]1.[NH:9]1[CH:13]=[CH:12][CH:11]=[CH:10]1. Product: [CH3:1][N:2]1[CH:6]=[C:5]([C:7]2[C:13]3[NH:9][C:10]([C:7]([C:5]4[CH:4]=[N:3][N:2]([CH3:1])[CH:6]=4)=[C:10]4[N:9]=[C:13]([C:7]([C:5]5[CH:4]=[N:3][N:2]([CH3:1])[CH:6]=5)=[C:10]5[NH:9][C:13](=[C:7]([C:5]6[CH:4]=[N:3][N:2]([CH3:1])[CH:6]=6)[C:10]6[CH:11]=[CH:12][C:13]=2[N:9]=6)[CH:12]=[CH:11]5)[CH:12]=[CH:11]4)=[CH:11][CH:12]=3)[CH:4]=[N:3]1. The catalyst class is: 796. (6) Reactant: [N:1]1[CH:6]=[CH:5][C:4]([C:7]([C@H:9]2[CH2:14][CH2:13][CH2:12][CH2:11][C@H:10]2[C:15]([OH:17])=[O:16])=[O:8])=[CH:3][CH:2]=1. Product: [N:1]1[CH:6]=[CH:5][C:4]([C:7]([C@@H:9]2[CH2:14][CH2:13][CH2:12][CH2:11][C@@H:10]2[C:15]([OH:17])=[O:16])=[O:8])=[CH:3][CH:2]=1. The catalyst class is: 74. (7) Reactant: [NH2:1][C:2]1[CH:3]=[C:4]([CH:8]=[CH:9][C:10]=1[O:11][C:12]([F:15])([F:14])[F:13])[C:5]([OH:7])=O.[C:16]1([C:22]2[CH:23]=[CH:24][C:25]([NH2:28])=[N:26][CH:27]=2)[CH:21]=[CH:20][CH:19]=[CH:18][CH:17]=1.F[P-](F)(F)(F)(F)F.N1(O[P+](N2CCCC2)(N2CCCC2)N2CCCC2)C2C=CC=CC=2N=N1.C(N(C(C)C)CC)(C)C. Product: [NH2:1][C:2]1[CH:3]=[C:4]([CH:8]=[CH:9][C:10]=1[O:11][C:12]([F:15])([F:14])[F:13])[C:5]([NH:28][C:25]1[CH:24]=[CH:23][C:22]([C:16]2[CH:21]=[CH:20][CH:19]=[CH:18][CH:17]=2)=[CH:27][N:26]=1)=[O:7]. The catalyst class is: 3.